From a dataset of Full USPTO retrosynthesis dataset with 1.9M reactions from patents (1976-2016). Predict the reactants needed to synthesize the given product. (1) Given the product [C:13]([O:17][C:18](=[O:19])[NH:20][CH:21]([CH2:25][O:12][C:7]1[CH:6]=[CH:5][C:4]2[C:9](=[CH:10][CH:11]=[C:2]([Br:1])[CH:3]=2)[CH:8]=1)[CH:22]([CH3:23])[CH3:24])([CH3:16])([CH3:15])[CH3:14], predict the reactants needed to synthesize it. The reactants are: [Br:1][C:2]1[CH:3]=[C:4]2[C:9](=[CH:10][CH:11]=1)[CH:8]=[C:7]([OH:12])[CH:6]=[CH:5]2.[C:13]([O:17][C:18]([NH:20][C@H:21]([CH2:25]O)[CH:22]([CH3:24])[CH3:23])=[O:19])([CH3:16])([CH3:15])[CH3:14].C1(P(C2C=CC=CC=2)C2C=CC=CC=2)C=CC=CC=1.N(C(OC(C)C)=O)=NC(OC(C)C)=O. (2) Given the product [Cl:30][C:28]1[C:22]2[O:23][CH2:24][C:25](=[O:27])[NH:26][C:21]=2[CH:20]=[C:19]([C:12]2[N:11]([CH3:16])[N:10]=[C:9]([CH3:17])[C:8]=2[C:5]2[CH:6]=[CH:7][C:2]([F:1])=[CH:3][CH:4]=2)[CH:29]=1, predict the reactants needed to synthesize it. The reactants are: [F:1][C:2]1[CH:7]=[CH:6][C:5]([C:8]2[C:9]([CH3:17])=[N:10][N:11]([CH3:16])[C:12]=2B(O)O)=[CH:4][CH:3]=1.Br[C:19]1[CH:29]=[C:28]([Cl:30])[C:22]2[O:23][CH2:24][C:25](=[O:27])[NH:26][C:21]=2[CH:20]=1. (3) Given the product [CH2:15]([O:14][C:12]([N:6]1[C:7]2[C:3](=[C:2]([Cl:1])[CH:10]=[CH:9][CH:8]=2)[CH:4]=[CH:5]1)=[O:13])[CH3:16], predict the reactants needed to synthesize it. The reactants are: [Cl:1][C:2]1[CH:10]=[CH:9][CH:8]=[C:7]2[C:3]=1[CH:4]=[CH:5][NH:6]2.Cl[C:12]([O:14][CH2:15][CH3:16])=[O:13]. (4) Given the product [ClH:35].[Br:34][C:30]1[CH:29]=[CH:28][C:27]([CH2:26][O:25][N:24]=[CH:19][C:18]2[CH:17]=[CH:16][C:15]([N:12]3[CH2:11][CH2:10][N:9]([C:5]4[C:6]([NH2:8])=[N:7][C:2]([NH2:1])=[N:3][C:4]=4[CH3:23])[CH2:14][CH2:13]3)=[CH:22][CH:21]=2)=[CH:32][C:31]=1[OH:33], predict the reactants needed to synthesize it. The reactants are: [NH2:1][C:2]1[N:7]=[C:6]([NH2:8])[C:5]([N:9]2[CH2:14][CH2:13][N:12]([C:15]3[CH:22]=[CH:21][C:18]([CH:19]=O)=[CH:17][CH:16]=3)[CH2:11][CH2:10]2)=[C:4]([CH3:23])[N:3]=1.[NH2:24][O:25][CH2:26][C:27]1[CH:28]=[CH:29][C:30]([Br:34])=[C:31]([OH:33])[CH:32]=1.[ClH:35].C(O)(C)C. (5) Given the product [Cl:19][C:20]1[CH:21]=[CH:22][C:23]([C@:26]2([CH3:38])[C@@:28]3([C:36]4[C:31](=[CH:32][CH:33]=[CH:34][CH:35]=4)[N:30]([C:12]4[CH:11]=[C:10]([CH:15]=[C:14]([N:3]5[CH2:4][CH2:5][O:1][C:2]5=[O:6])[CH:13]=4)[C:9]([OH:8])=[O:18])[C:29]3=[O:37])[CH2:27]2)=[CH:24][CH:25]=1, predict the reactants needed to synthesize it. The reactants are: [O:1]1[CH2:5][CH2:4][NH:3][C:2]1=[O:6].C[O:8][C:9](=[O:18])[C:10]1[CH:15]=[C:14](I)[CH:13]=[C:12](Br)[CH:11]=1.[Cl:19][C:20]1[CH:25]=[CH:24][C:23]([C@@:26]2([CH3:38])[C@:28]3([C:36]4[C:31](=[CH:32][CH:33]=[CH:34][CH:35]=4)[NH:30][C:29]3=[O:37])[CH2:27]2)=[CH:22][CH:21]=1.